Dataset: Full USPTO retrosynthesis dataset with 1.9M reactions from patents (1976-2016). Task: Predict the reactants needed to synthesize the given product. Given the product [C:1]([C:5]1[CH:6]=[CH:7][C:8]([S:11]/[CH:14]=[CH:15]/[C:16]#[N:17])=[CH:9][CH:10]=1)([CH3:4])([CH3:2])[CH3:3], predict the reactants needed to synthesize it. The reactants are: [C:1]([C:5]1[CH:10]=[CH:9][C:8]([S:11](/[CH:14]=[CH:15]/[C:16]#[N:17])(=O)=O)=[CH:7][CH:6]=1)([CH3:4])([CH3:3])[CH3:2].C(C1C=CC(S)=CC=1)(C)(C)C.C(N(CC)CC)C.C(Cl)Cl.